Dataset: Forward reaction prediction with 1.9M reactions from USPTO patents (1976-2016). Task: Predict the product of the given reaction. (1) Given the reactants C(OC1C(=O)N=C(CC2(N3C4=NC=CC=C4C=C3)CCCC2)N2CCN(C)C(=O)C=12)C1C=CC=CC=1.O[CH2:38][CH2:39][N:40]([CH:73]1[CH2:76][O:75][CH2:74]1)[C:41]([C:43]1[C:48]([O:49][CH2:50][C:51]2[CH:56]=[CH:55][CH:54]=[CH:53][CH:52]=2)=[C:47]([OH:57])[N:46]=[C:45]([CH2:58][C:59]2([N:64]3[C:68]4=[N:69][CH:70]=[CH:71][CH:72]=[C:67]4[CH:66]=[CH:65]3)[CH2:63][CH2:62][CH2:61][CH2:60]2)[N:44]=1)=[O:42], predict the reaction product. The product is: [CH2:50]([O:49][C:48]1[C:47](=[O:57])[N:46]=[C:45]([CH2:58][C:59]2([N:64]3[C:68]4=[N:69][CH:70]=[CH:71][CH:72]=[C:67]4[CH:66]=[CH:65]3)[CH2:60][CH2:61][CH2:62][CH2:63]2)[N:44]2[CH2:38][CH2:39][N:40]([CH:73]3[CH2:76][O:75][CH2:74]3)[C:41](=[O:42])[C:43]=12)[C:51]1[CH:56]=[CH:55][CH:54]=[CH:53][CH:52]=1. (2) Given the reactants [Cl:1][C:2]1[CH:10]=[CH:9][C:5]([C:6]([OH:8])=O)=[C:4]([SH:11])[CH:3]=1.[C:12]([C:14]1[CH:19]=[C:18]([CH3:20])[CH:17]=[CH:16][N:15]=1)#[N:13], predict the reaction product. The product is: [Cl:1][C:2]1[CH:10]=[CH:9][C:5]2[C:6](=[O:8])[N:13]=[C:12]([C:14]3[CH:19]=[C:18]([CH3:20])[CH:17]=[CH:16][N:15]=3)[S:11][C:4]=2[CH:3]=1. (3) Given the reactants C([N:5]1[C:9]2[N:10]([CH3:15])[C:11](=[O:14])[CH:12]=[CH:13][C:8]=2[CH:7]=[N:6]1)(C)(C)C.[Br:16]Br.[OH2:18].[OH-].[Na+], predict the reaction product. The product is: [C:11]([OH:14])(=[O:18])[CH3:12].[Br:16][C:12]1[C:11](=[O:14])[N:10]([CH3:15])[C:9]2[NH:5][N:6]=[CH:7][C:8]=2[CH:13]=1. (4) Given the reactants Cl[CH:2]([C:30]1[C:31]([CH3:36])=[N:32][O:33][C:34]=1[CH3:35])[C:3]1[O:4][C:5]2[CH:11]=[CH:10][C:9]([CH2:12][C:13]([NH:15][CH:16]([C:22]3[CH:27]=[CH:26][C:25]([CH3:28])=[CH:24][C:23]=3[CH3:29])[CH2:17][CH2:18][CH:19]([CH3:21])[CH3:20])=[O:14])=[CH:8][C:6]=2[CH:7]=1.[NH2:37][C:38]([CH3:42])([CH3:41])[CH2:39][OH:40].C(OCC#N)(C)C, predict the reaction product. The product is: [NH2:37][C:38]([CH3:42])([CH3:41])[CH2:39][O:40][CH:2]([C:30]1[C:31]([CH3:36])=[N:32][O:33][C:34]=1[CH3:35])[C:3]1[O:4][C:5]2[CH:11]=[CH:10][C:9]([CH2:12][C:13]([NH:15][CH:16]([C:22]3[CH:27]=[CH:26][C:25]([CH3:28])=[CH:24][C:23]=3[CH3:29])[CH2:17][CH2:18][CH:19]([CH3:21])[CH3:20])=[O:14])=[CH:8][C:6]=2[CH:7]=1. (5) Given the reactants [C:1]([O:5][C:6](=[O:27])[NH:7][C:8]1[CH:13]=[C:12]([C:14]([F:17])([F:16])[F:15])[CH:11]=[C:10]([C:18]2[C:23](I)=[C:22]([CH3:25])[N:21]=[C:20]([NH2:26])[N:19]=2)[CH:9]=1)([CH3:4])([CH3:3])[CH3:2].[NH2:28][C:29]1[CH:34]=[CH:33][C:32]([C:35]#[CH:36])=[CH:31][N:30]=1.C(N(CC)CC)C, predict the reaction product. The product is: [C:1]([O:5][C:6](=[O:27])[NH:7][C:8]1[CH:13]=[C:12]([C:14]([F:17])([F:16])[F:15])[CH:11]=[C:10]([C:18]2[C:23]([C:36]#[C:35][C:32]3[CH:31]=[N:30][C:29]([NH2:28])=[CH:34][CH:33]=3)=[C:22]([CH3:25])[N:21]=[C:20]([NH2:26])[N:19]=2)[CH:9]=1)([CH3:4])([CH3:3])[CH3:2].